This data is from Reaction yield outcomes from USPTO patents with 853,638 reactions. The task is: Predict the reaction yield, written as a fraction of the theoretical maximum amount of product (1.0 means a 100% yield; for example, 0.34 means a 34% yield). (1) The reactants are [Cl:1][C:2]1[CH:18]=[CH:17][C:5]2[CH2:6][CH2:7][N:8]([C:11](=[O:16])[C:12]([F:15])([F:14])[F:13])[CH2:9][CH2:10][C:4]=2[C:3]=1OS(C(F)(F)F)(=O)=O.[C:27]([N:31]1[CH2:35][CH2:34][N:33]([CH2:36][C:37]#[CH:38])[C:32]1=[O:39])([CH3:30])([CH3:29])[CH3:28]. No catalyst specified. The product is [C:27]([N:31]1[CH2:35][CH2:34][N:33]([CH2:36][C:37]#[C:38][C:3]2[C:4]3[CH2:10][CH2:9][N:8]([C:11](=[O:16])[C:12]([F:15])([F:14])[F:13])[CH2:7][CH2:6][C:5]=3[CH:17]=[CH:18][C:2]=2[Cl:1])[C:32]1=[O:39])([CH3:30])([CH3:29])[CH3:28]. The yield is 0.830. (2) The reactants are [F:1][C:2]1[CH:9]=[C:8]([OH:10])[C:7]([C:11]2(O)[C:19]3[C:14](=[CH:15][CH:16]=[CH:17][CH:18]=3)[N:13]([CH2:20][C:21]3[CH:26]=[CH:25][C:24]([O:27][CH3:28])=[CH:23][CH:22]=3)[C:12]2=[O:29])=[CH:6][C:3]=1[C:4]#[N:5].C([SiH](CC)CC)C.FC(F)(F)C(O)=O. No catalyst specified. The product is [F:1][C:2]1[CH:9]=[C:8]([OH:10])[C:7]([CH:11]2[C:19]3[C:14](=[CH:15][CH:16]=[CH:17][CH:18]=3)[N:13]([CH2:20][C:21]3[CH:22]=[CH:23][C:24]([O:27][CH3:28])=[CH:25][CH:26]=3)[C:12]2=[O:29])=[CH:6][C:3]=1[C:4]#[N:5]. The yield is 0.900. (3) The reactants are [CH2:1]([N:3]1[C:7]([C:8]2[CH:13]=[CH:12][C:11]([N+:14]([O-:16])=[O:15])=[C:10]([CH3:17])[CH:9]=2)=[N:6][C:5]([C:18]2[CH:23]=[N:22][CH:21]=[CH:20][N:19]=2)=[N:4]1)[CH3:2].[Cl:24][C:25]1[CH:32]=[CH:31][CH:30]=[C:29]([F:33])[C:26]=1[CH:27]=[O:28].C1CCN2C(=NCCC2)CC1. The catalyst is CS(C)=O. The product is [Cl:24][C:25]1[CH:32]=[CH:31][CH:30]=[C:29]([F:33])[C:26]=1[CH:27]([OH:28])[CH2:17][C:10]1[CH:9]=[C:8]([C:7]2[N:3]([CH2:1][CH3:2])[N:4]=[C:5]([C:18]3[CH:23]=[N:22][CH:21]=[CH:20][N:19]=3)[N:6]=2)[CH:13]=[CH:12][C:11]=1[N+:14]([O-:16])=[O:15]. The yield is 0.440. (4) The reactants are [Cl-].O[NH3+:3].[C:4](=[O:7])([O-])[OH:5].[Na+].CS(C)=O.[Si]([O:20][CH2:21][C:22]([CH3:59])([CH3:58])[O:23][C:24]1[CH:29]=[CH:28][C:27]([C:30]2[C:35](=[O:36])[N:34]([CH2:37][C:38]3[CH:43]=[CH:42][C:41]([C:44]4[C:45]([C:50]#[N:51])=[CH:46][CH:47]=[CH:48][CH:49]=4)=[CH:40][C:39]=3[F:52])[C:33]([CH2:53][CH2:54][CH3:55])=[N:32][C:31]=2[CH2:56][CH3:57])=[CH:26][CH:25]=1)(C(C)(C)C)(C)C. The catalyst is C(OCC)(=O)C. The product is [CH2:56]([C:31]1[N:32]=[C:33]([CH2:53][CH2:54][CH3:55])[N:34]([CH2:37][C:38]2[CH:43]=[CH:42][C:41]([C:44]3[CH:49]=[CH:48][CH:47]=[CH:46][C:45]=3[C:50]3[NH:51][C:4](=[O:7])[O:5][N:3]=3)=[CH:40][C:39]=2[F:52])[C:35](=[O:36])[C:30]=1[C:27]1[CH:26]=[CH:25][C:24]([O:23][C:22]([CH3:59])([CH3:58])[CH2:21][OH:20])=[CH:29][CH:28]=1)[CH3:57]. The yield is 0.820. (5) The yield is 0.680. The product is [I-:1].[C:8]([CH:7]([CH2:11][CH:12]([CH3:14])[CH3:13])[CH2:6][N+:4]([CH3:2])([CH3:5])[CH3:3])(=[O:10])[CH3:9]. The reactants are [I:1][CH3:2].[CH3:3][N:4]([CH2:6][CH:7]([CH2:11][CH:12]([CH3:14])[CH3:13])[C:8](=[O:10])[CH3:9])[CH3:5]. The catalyst is C(OCC)(=O)C.